From a dataset of Forward reaction prediction with 1.9M reactions from USPTO patents (1976-2016). Predict the product of the given reaction. (1) Given the reactants [OH:1][CH2:2][C@H:3]1[CH2:8][CH:7]2[CH:5]([CH2:6]2)[N:4]1[C:9]([O:11][C:12]([CH3:15])([CH3:14])[CH3:13])=[O:10].CC#N.C(Cl)(Cl)(Cl)Cl.O.I([O-])(=O)(=O)=[O:26].[Na+], predict the reaction product. The product is: [C:12]([O:11][C:9]([N:4]1[CH:3]([C:2]([OH:26])=[O:1])[CH2:8][CH:7]2[CH:5]1[CH2:6]2)=[O:10])([CH3:15])([CH3:14])[CH3:13]. (2) The product is: [CH2:33]([N:21]1[CH:22]=[C:23]([C:25]2[CH:30]=[CH:29][C:28]([Cl:31])=[CH:27][C:26]=2[Cl:32])[N:24]=[C:20]1[C@@H:19]([NH:37][C:46](=[O:48])[CH2:45][CH:43]1[C:42](=[O:49])[NH:41][C:40](=[O:39])[NH:44]1)[CH2:18][C:15]1[CH:16]=[CH:17][C:12]([O:11][C:8]2[CH:9]=[CH:10][C:5]([C:4]([OH:38])=[O:3])=[CH:6][CH:7]=2)=[CH:13][CH:14]=1)[CH2:34][CH2:35][CH3:36]. Given the reactants Cl.C[O:3][C:4](=[O:38])[C:5]1[CH:10]=[CH:9][C:8]([O:11][C:12]2[CH:17]=[CH:16][C:15]([CH2:18][C@H:19]([NH2:37])[C:20]3[N:21]([CH2:33][CH2:34][CH2:35][CH3:36])[CH:22]=[C:23]([C:25]4[CH:30]=[CH:29][C:28]([Cl:31])=[CH:27][C:26]=4[Cl:32])[N:24]=3)=[CH:14][CH:13]=2)=[CH:7][CH:6]=1.[O:39]=[C:40]1[NH:44][CH:43]([CH2:45][C:46]([OH:48])=O)[C:42](=[O:49])[NH:41]1, predict the reaction product. (3) Given the reactants FC(F)(F)S(O[C:7]1[C@@:11]2([CH3:29])[CH2:12][CH2:13][C@H:14]3[C@H:23]([C@@H:10]2[CH2:9][CH:8]=1)[CH2:22][CH:21]=[C:20]1[C@:15]3([CH3:28])[CH2:16][CH2:17][C:18](=[O:27])[N:19]1[CH:24]1[CH2:26][CH2:25]1)(=O)=O.C([Sn](CCCC)(CCCC)[C:37]1[CH:42]=[CH:41][CH:40]=[CH:39][N:38]=1)CCC, predict the reaction product. The product is: [CH:24]1([N:19]2[C:20]3[C@@:15]([CH3:28])([C@H:14]4[CH2:13][CH2:12][C@@:11]5([CH3:29])[C@@H:10]([CH2:9][CH:8]=[C:7]5[C:37]5[CH:42]=[CH:41][CH:40]=[CH:39][N:38]=5)[C@@H:23]4[CH2:22][CH:21]=3)[CH2:16][CH2:17][C:18]2=[O:27])[CH2:26][CH2:25]1. (4) Given the reactants [C:1]([O:5][C@@H:6]([C:9]1[C:10]([C:21]2[CH:26]=[CH:25][C:24]([Cl:27])=[CH:23][CH:22]=2)=[C:11]2[C:16](=[CH:17][C:18]=1[CH3:19])[NH:15][C:14](=[O:20])[CH:13]=[CH:12]2)[CH2:7][OH:8])([CH3:4])([CH3:3])[CH3:2].N1C=CN=C1.[Si:33](Cl)([C:36]([CH3:39])([CH3:38])[CH3:37])([CH3:35])[CH3:34], predict the reaction product. The product is: [C:1]([O:5][C@@H:6]([C:9]1[C:10]([C:21]2[CH:22]=[CH:23][C:24]([Cl:27])=[CH:25][CH:26]=2)=[C:11]2[C:16](=[CH:17][C:18]=1[CH3:19])[NH:15][C:14](=[O:20])[CH:13]=[CH:12]2)[CH2:7][O:8][Si:33]([C:36]([CH3:39])([CH3:38])[CH3:37])([CH3:35])[CH3:34])([CH3:4])([CH3:2])[CH3:3]. (5) Given the reactants [C:1]([NH2:9])(=[O:8])[C:2]1[CH:7]=[CH:6][CH:5]=[N:4][CH:3]=1, predict the reaction product. The product is: [NH:4]1[CH2:5][CH2:6][CH2:7][CH:2]([C:1]([NH2:9])=[O:8])[CH2:3]1. (6) Given the reactants CS(O)(=O)=O.O=P12OP3(OP(OP(O3)(O1)=O)(=O)O2)=O.[C:20]([OH:24])(=O)[CH:21]=[CH2:22].[NH2:25][C:26]1[CH:31]=[C:30]([Br:32])[CH:29]=[CH:28][C:27]=1O.[OH-].[Na+], predict the reaction product. The product is: [Br:32][C:30]1[CH:29]=[CH:28][C:27]2[O:24][C:20]([CH:21]=[CH2:22])=[N:25][C:26]=2[CH:31]=1.